Task: Predict the reaction yield, written as a fraction of the theoretical maximum amount of product (1.0 means a 100% yield; for example, 0.34 means a 34% yield).. Dataset: Reaction yield outcomes from USPTO patents with 853,638 reactions The reactants are [CH2:1]([C:5]1([CH:9]([OH:12])[C:10]#[CH:11])[CH2:8][CH2:7][CH2:6]1)[CH2:2][CH2:3][CH3:4].N1C=CN=C1.[Si:18](Cl)([C:21]([CH3:24])([CH3:23])[CH3:22])([CH3:20])[CH3:19]. The catalyst is CN(C=O)C. The product is [C:21]([Si:18]([CH3:20])([CH3:19])[O:12][CH:9]([C:5]1([CH2:1][CH2:2][CH2:3][CH3:4])[CH2:8][CH2:7][CH2:6]1)[C:10]#[CH:11])([CH3:24])([CH3:23])[CH3:22]. The yield is 0.580.